From a dataset of Catalyst prediction with 721,799 reactions and 888 catalyst types from USPTO. Predict which catalyst facilitates the given reaction. (1) Reactant: [O:1]1[CH2:6][CH2:5][N:4]([C:7]2[CH:14]=[CH:13][C:12]([Cl:15])=[CH:11][C:8]=2[C:9]#[N:10])[C:3]2[CH:16]=[CH:17][CH:18]=[CH:19][C:2]1=2.[Cl:20][S:21](O)(=[O:23])=[O:22]. Product: [Cl:15][C:12]1[CH:13]=[CH:14][C:7]([N:4]2[CH2:5][CH2:6][O:1][C:2]3[CH:19]=[C:18]([S:21]([Cl:20])(=[O:23])=[O:22])[CH:17]=[CH:16][C:3]2=3)=[C:8]([C:9]#[N:10])[CH:11]=1. The catalyst class is: 2. (2) Reactant: [S:1](F)(=[O:10])([C:3]1[CH:8]=[CH:7][C:6]([NH2:9])=[CH:5][CH:4]=1)=[O:2].[CH3:12][N:13]([CH3:17])[CH2:14][CH2:15][NH2:16]. Product: [CH3:12][N:13]([CH3:17])[CH2:14][CH2:15][NH:16][S:1](=[O:10])([C:3]1[CH:8]=[CH:7][C:6]([NH2:9])=[CH:5][CH:4]=1)=[O:2]. The catalyst class is: 13. (3) Reactant: [Cl:1][C:2]1[CH:10]=[CH:9][CH:8]=[CH:7][C:3]=1[C:4](O)=O.[C:11](Cl)([C:13](Cl)=O)=O.CC[N:19]([CH2:22][CH3:23])CC.[C:24](O[Na])([CH3:26])=O.[CH3:29][N:30](C=O)C. Product: [Cl:1][C:2]1[CH:10]=[CH:9][CH:8]=[CH:7][C:3]=1[C:4]1[NH:19][C:22]2[CH:23]=[CH:24][CH:26]=[C:11]([CH3:13])[C:29]=2[N:30]=1. The catalyst class is: 585.